Task: Predict the reactants needed to synthesize the given product.. Dataset: Full USPTO retrosynthesis dataset with 1.9M reactions from patents (1976-2016) (1) Given the product [F:27][C:28]1[CH:33]=[C:32]([C:2]2[CH:7]=[CH:6][C:5]([CH2:8][N:9]3[C:14](=[O:15])[C:13]([C:16]([NH:18][CH2:19][C:20]([OH:22])=[O:21])=[O:17])=[C:12]([OH:23])[C:11]([CH:24]([CH3:26])[CH3:25])=[N:10]3)=[CH:4][CH:3]=2)[CH:31]=[C:30]([F:37])[N:29]=1, predict the reactants needed to synthesize it. The reactants are: Br[C:2]1[CH:7]=[CH:6][C:5]([CH2:8][N:9]2[C:14](=[O:15])[C:13]([C:16]([NH:18][CH2:19][C:20]([OH:22])=[O:21])=[O:17])=[C:12]([OH:23])[C:11]([CH:24]([CH3:26])[CH3:25])=[N:10]2)=[CH:4][CH:3]=1.[F:27][C:28]1[CH:33]=[C:32](B(O)O)[CH:31]=[C:30]([F:37])[N:29]=1.C(=O)([O-])[O-].[K+].[K+].Cl. (2) Given the product [Cl:20][C:18]1[C:17]([S:21]([CH2:23][CH3:24])=[O:22])=[CH:16][C:14]2[NH:15][C:11]([N:9]3[CH:10]=[C:6]([C:4]([OH:5])=[O:3])[CH:7]=[N:8]3)=[N:12][C:13]=2[CH:19]=1, predict the reactants needed to synthesize it. The reactants are: C([O:3][C:4]([C:6]1[CH:7]=[N:8][N:9]([C:11]2[NH:15][C:14]3[CH:16]=[C:17]([S:21]([CH2:23][CH3:24])=[O:22])[C:18]([Cl:20])=[CH:19][C:13]=3[N:12]=2)[CH:10]=1)=[O:5])C.C1COCC1.[OH-].[Li+]. (3) Given the product [CH3:8][C:7]1[C:2]([B:18]2[O:19][C:20]([CH3:22])([CH3:21])[C:16]([CH3:32])([CH3:15])[O:17]2)=[CH:3][C:4]([NH:9][C:10]([CH:12]2[CH2:14][CH2:13]2)=[O:11])=[N:5][CH:6]=1, predict the reactants needed to synthesize it. The reactants are: I[C:2]1[C:7]([CH3:8])=[CH:6][N:5]=[C:4]([NH:9][C:10]([CH:12]2[CH2:14][CH2:13]2)=[O:11])[CH:3]=1.[CH3:15][C:16]1([CH3:32])[C:20]([CH3:22])([CH3:21])[O:19][B:18]([B:18]2[O:19][C:20]([CH3:22])([CH3:21])[C:16]([CH3:32])([CH3:15])[O:17]2)[O:17]1.C([O-])(=O)C.[K+]. (4) Given the product [C:1]1([S:7]([N:10]2[C:14]3=[N:15][CH:16]=[C:17]([C:19]4[C:20]([CH3:25])=[N:21][O:22][C:23]=4[CH3:24])[CH:18]=[C:13]3[C:12]([C:32]([OH:34])=[O:33])=[CH:11]2)(=[O:9])=[O:8])[CH:6]=[CH:5][CH:4]=[CH:3][CH:2]=1, predict the reactants needed to synthesize it. The reactants are: [C:1]1([S:7]([N:10]2[C:14]3=[N:15][CH:16]=[C:17]([C:19]4[C:20]([CH3:25])=[N:21][O:22][C:23]=4[CH3:24])[CH:18]=[C:13]3[C:12](I)=[CH:11]2)(=[O:9])=[O:8])[CH:6]=[CH:5][CH:4]=[CH:3][CH:2]=1.Cl[Mg]C(C)C.[C:32](=[O:34])=[O:33].O. (5) Given the product [NH2:1][C:4]1[CH:12]=[C:11]2[C:7]([CH2:8][CH2:9][CH:10]2[NH:13][C:14]2[CH:15]=[CH:16][C:17]([C:20]([F:22])([F:23])[F:21])=[CH:18][CH:19]=2)=[CH:6][C:5]=1[NH:24][C:25](=[O:33])[CH2:26][CH2:27][CH:28]1[CH2:29][CH2:30][CH2:31][CH2:32]1, predict the reactants needed to synthesize it. The reactants are: [N+:1]([C:4]1[CH:12]=[C:11]2[C:7]([CH2:8][CH2:9][CH:10]2[NH:13][C:14]2[CH:19]=[CH:18][C:17]([C:20]([F:23])([F:22])[F:21])=[CH:16][CH:15]=2)=[CH:6][C:5]=1[NH:24][C:25](=[O:33])[CH2:26][CH2:27][CH:28]1[CH2:32][CH2:31][CH2:30][CH2:29]1)([O-])=O.